This data is from Forward reaction prediction with 1.9M reactions from USPTO patents (1976-2016). The task is: Predict the product of the given reaction. Given the reactants [C:1]1([CH3:19])[CH:6]=[CH:5][C:4]([S:7]([N:10]2[C:14]3=[N:15][CH:16]=[CH:17][CH:18]=[C:13]3[CH:12]=[CH:11]2)(=[O:9])=[O:8])=[CH:3][CH:2]=1.C([Li])CCC.[I:25]I, predict the reaction product. The product is: [I:25][C:11]1[N:10]([S:7]([C:4]2[CH:3]=[CH:2][C:1]([CH3:19])=[CH:6][CH:5]=2)(=[O:9])=[O:8])[C:14]2=[N:15][CH:16]=[CH:17][CH:18]=[C:13]2[CH:12]=1.